This data is from Full USPTO retrosynthesis dataset with 1.9M reactions from patents (1976-2016). The task is: Predict the reactants needed to synthesize the given product. (1) Given the product [CH3:8][O:9][C:10]([C:12]1[N:13]=[C:14]([CH3:24])[S:15][C:16]=1[C:17]1[CH:22]=[CH:21][CH:20]=[C:19]([NH:23][C:26](=[O:27])[CH3:25])[CH:18]=1)=[O:11], predict the reactants needed to synthesize it. The reactants are: C(N(CC)CC)C.[CH3:8][O:9][C:10]([C:12]1[N:13]=[C:14]([CH3:24])[S:15][C:16]=1[C:17]1[CH:22]=[CH:21][CH:20]=[C:19]([NH2:23])[CH:18]=1)=[O:11].[CH3:25][CH2:26][O:27]C(C)=O.O. (2) Given the product [CH3:2][C:3]1[CH:4]=[C:5]([NH:17][C:18]2[C:27]3[C:22](=[CH:23][CH:24]=[CH:25][C:26]=3[O:28][C@H:29]([CH3:45])[C:30](=[O:31])[N:32]3[CH2:33][CH2:34][NH:35][CH2:36][CH2:37]3)[N:21]=[CH:20][N:19]=2)[CH:6]=[CH:7][C:8]=1[O:9][C:10]1[CH:11]=[N:12][C:13]([CH3:16])=[CH:14][CH:15]=1, predict the reactants needed to synthesize it. The reactants are: Cl.[CH3:2][C:3]1[CH:4]=[C:5]([NH:17][C:18]2[C:27]3[C:22](=[CH:23][CH:24]=[CH:25][C:26]=3[O:28][C@H:29]([CH3:45])[C:30]([N:32]3[CH2:37][CH2:36][N:35](C(OC(C)(C)C)=O)[CH2:34][CH2:33]3)=[O:31])[N:21]=[CH:20][N:19]=2)[CH:6]=[CH:7][C:8]=1[O:9][C:10]1[CH:11]=[N:12][C:13]([CH3:16])=[CH:14][CH:15]=1. (3) Given the product [CH3:28][C:25]1[CH:26]=[CH:27][C:22]([S:19]([N:5]([C@H:6]([C:16]([OH:18])=[O:17])[CH2:7][CH2:8][CH2:9][CH2:10][NH:11][C:12]([CH2:13][NH:38][C:39]2[N:40]=[CH:41][CH:42]=[CH:43][CH:44]=2)=[O:15])[CH2:1][CH:2]([CH3:4])[CH3:3])(=[O:21])=[O:20])=[CH:23][CH:24]=1, predict the reactants needed to synthesize it. The reactants are: [CH2:1]([N:5]([S:19]([C:22]1[CH:27]=[CH:26][C:25]([CH3:28])=[CH:24][CH:23]=1)(=[O:21])=[O:20])[C@H:6]([C:16]([OH:18])=[O:17])[CH2:7][CH2:8][CH2:9][CH2:10][NH:11][C:12](=[O:15])[CH2:13]I)[CH:2]([CH3:4])[CH3:3].CCN(C(C)C)C(C)C.[NH2:38][C:39]1[CH:44]=[CH:43][CH:42]=[CH:41][N:40]=1. (4) The reactants are: [NH2:1][C:2]1[CH:3]=[CH:4][CH:5]=[C:6]2[C:11]=1[CH:10]=[C:9](O)[CH:8]=[CH:7]2.[CH2:13]([NH2:20])[C:14]1[CH:19]=[CH:18][CH:17]=[CH:16][CH:15]=1. Given the product [NH2:1][C:2]1[CH:3]=[CH:4][CH:5]=[C:6]2[C:11]=1[CH:10]=[C:9]([NH:20][CH2:13][C:14]1[CH:19]=[CH:18][CH:17]=[CH:16][CH:15]=1)[CH:8]=[CH:7]2, predict the reactants needed to synthesize it. (5) The reactants are: O[CH:2]1[CH2:7][CH2:6][CH2:5][N:4]([C:8]([O:10][C:11]([CH3:14])([CH3:13])[CH3:12])=[O:9])[CH2:3]1.[C:15]1(=[O:25])[NH:19][C:18](=[O:20])[C:17]2=[CH:21][CH:22]=[CH:23][CH:24]=[C:16]12.C1(P(C2C=CC=CC=2)C2C=CC=CC=2)C=CC=CC=1.N(C(OCC)=O)=NC(OCC)=O.C1(C)C=CC=CC=1. Given the product [O:20]=[C:18]1[C:17]2[C:16](=[CH:24][CH:23]=[CH:22][CH:21]=2)[C:15](=[O:25])[N:19]1[CH:2]1[CH2:7][CH2:6][CH2:5][N:4]([C:8]([O:10][C:11]([CH3:14])([CH3:13])[CH3:12])=[O:9])[CH2:3]1, predict the reactants needed to synthesize it. (6) Given the product [Cl:1][C:2]1[CH:10]=[C:9]2[C:5]([C:6]([Sn:24]([CH2:25][CH2:26][CH2:27][CH3:28])([CH2:29][CH2:30][CH2:31][CH3:32])[CH2:20][CH2:21][CH2:22][CH3:23])=[N:7][NH:8]2)=[C:4]([F:12])[CH:3]=1, predict the reactants needed to synthesize it. The reactants are: [Cl:1][C:2]1[CH:10]=[C:9]2[C:5]([C:6](I)=[N:7][NH:8]2)=[C:4]([F:12])[CH:3]=1.[H-].[Na+].C([Mg]Cl)(C)C.[CH2:20]([Sn:24](Cl)([CH2:29][CH2:30][CH2:31][CH3:32])[CH2:25][CH2:26][CH2:27][CH3:28])[CH2:21][CH2:22][CH3:23].[Cl-].[NH4+]. (7) Given the product [C:1]([C:5]1[CH:9]=[C:8]([NH:10][C:11]([NH:13][C:14]2[CH:19]=[C:18]([N:20]3[CH2:29][C:28]4[C:23](=[N:24][C:25]([NH:37][CH3:36])=[N:26][CH:27]=4)[N:22]([CH3:32])[C:21]3=[O:33])[C:17]([CH3:34])=[CH:16][C:15]=2[F:35])=[O:12])[O:7][N:6]=1)([CH3:4])([CH3:3])[CH3:2], predict the reactants needed to synthesize it. The reactants are: [C:1]([C:5]1[CH:9]=[C:8]([NH:10][C:11]([NH:13][C:14]2[CH:19]=[C:18]([N:20]3[CH2:29][C:28]4[C:23](=[N:24][C:25](SC)=[N:26][CH:27]=4)[N:22]([CH3:32])[C:21]3=[O:33])[C:17]([CH3:34])=[CH:16][C:15]=2[F:35])=[O:12])[O:7][N:6]=1)([CH3:4])([CH3:3])[CH3:2].[CH3:36][NH2:37].